From a dataset of Catalyst prediction with 721,799 reactions and 888 catalyst types from USPTO. Predict which catalyst facilitates the given reaction. (1) Reactant: [CH2:1]([O:8][C:9]([N:11]1[CH2:17][CH2:16][CH2:15][CH:14]([N:18]=[N+]=[N-])[CH:13]([OH:21])[CH2:12]1)=[O:10])[C:2]1[CH:7]=[CH:6][CH:5]=[CH:4][CH:3]=1.C(N(CC)CC)C.C(S)CCS. Product: [CH2:1]([O:8][C:9]([N:11]1[CH2:17][CH2:16][CH2:15][CH:14]([NH2:18])[CH:13]([OH:21])[CH2:12]1)=[O:10])[C:2]1[CH:3]=[CH:4][CH:5]=[CH:6][CH:7]=1. The catalyst class is: 5. (2) Product: [CH3:1][N:2]([CH:3]1[CH2:7][CH2:6][N:5]([C:8]2[C:13]([CH:14]3[CH2:17][N:16]([C:18]4[CH:27]=[CH:26][C:25]5[C:20](=[CH:21][CH:22]=[CH:23][CH:24]=5)[N:19]=4)[CH2:15]3)=[N:12][CH:11]=[CH:10][N:9]=2)[CH2:4]1)[C:45](=[O:48])[O:46][CH3:47]. Reactant: [CH3:1][NH:2][CH:3]1[CH2:7][CH2:6][N:5]([C:8]2[C:13]([CH:14]3[CH2:17][N:16]([C:18]4[CH:27]=[CH:26][C:25]5[C:20](=[CH:21][CH:22]=[CH:23][CH:24]=5)[N:19]=4)[CH2:15]3)=[N:12][CH:11]=[CH:10][N:9]=2)[CH2:4]1.N1C=CC=CC=1.N1(C2C=CN=CC=2)CCCC1.[C:45](Cl)(=[O:48])[O:46][CH3:47]. The catalyst class is: 2. (3) Reactant: [C:1]([C:3]1[CH:8]=[CH:7][C:6]([CH2:9][CH2:10][N:11]2[CH2:18][CH2:17][C:14]3([CH2:16][O:15]3)[CH2:13][CH2:12]2)=[CH:5][CH:4]=1)#[N:2].[NH2:19][C:20]1[CH:29]=[CH:28][C:23]([C:24]([O:26][CH3:27])=[O:25])=[CH:22][CH:21]=1.Cl([O-])(=O)(=O)=O.[Li+].C(#N)C. Product: [C:1]([C:3]1[CH:8]=[CH:7][C:6]([CH2:9][CH2:10][N:11]2[CH2:18][CH2:17][C:14]([CH2:16][NH:19][C:20]3[CH:21]=[CH:22][C:23]([C:24]([O:26][CH3:27])=[O:25])=[CH:28][CH:29]=3)([OH:15])[CH2:13][CH2:12]2)=[CH:5][CH:4]=1)#[N:2]. The catalyst class is: 170.